Task: Predict which catalyst facilitates the given reaction.. Dataset: Catalyst prediction with 721,799 reactions and 888 catalyst types from USPTO (1) Reactant: [NH2:1][C:2]1[CH:3]=[C:4]([C:8]2[C:16]3[C:11](=[CH:12][CH:13]=[C:14](C#N)[CH:15]=3)[N:10]([CH:19]3[CH2:24][CH2:23][CH2:22][CH2:21][O:20]3)[N:9]=2)[CH:5]=[CH:6][CH:7]=1.[O:25]1[CH:29]=[CH:28][CH:27]=[C:26]1[C:30](Cl)=[O:31].[CH2:33]([N:35](CC)CC)C. Product: [C:33]([CH:22]1[CH2:21][O:20][CH:19]([N:10]2[C:11]3[C:16](=[CH:15][CH:14]=[CH:13][CH:12]=3)[C:8]([C:4]3[CH:3]=[C:2]([NH:1][C:30]([C:26]4[O:25][CH:29]=[CH:28][CH:27]=4)=[O:31])[CH:7]=[CH:6][CH:5]=3)=[N:9]2)[CH2:24][CH2:23]1)#[N:35]. The catalyst class is: 7. (2) Reactant: Br[C:2]1[CH:14]=[CH:13][C:5]([CH2:6][N:7]([CH:10]2[CH2:12][CH2:11]2)[CH2:8][CH3:9])=[C:4]([CH3:15])[CH:3]=1.[CH3:16][Si:17]([C:20]#[CH:21])([CH3:19])[CH3:18]. Product: [CH:10]1([N:7]([CH2:8][CH3:9])[CH2:6][C:5]2[CH:13]=[CH:14][C:2]([C:21]#[C:20][Si:17]([CH3:19])([CH3:18])[CH3:16])=[CH:3][C:4]=2[CH3:15])[CH2:12][CH2:11]1. The catalyst class is: 337.